Dataset: Reaction yield outcomes from USPTO patents with 853,638 reactions. Task: Predict the reaction yield, written as a fraction of the theoretical maximum amount of product (1.0 means a 100% yield; for example, 0.34 means a 34% yield). (1) The reactants are [C:1]([O:5][C:6]([NH:8][C@@H:9]1[CH2:14][CH2:13][CH2:12][CH2:11][C@@H:10]1[C:15]([OH:17])=O)=[O:7])([CH3:4])([CH3:3])[CH3:2].C([N:20]([CH2:23][CH3:24])[CH2:21][CH3:22])C.CCOC(OC(O[CH2:34][CH3:35])=O)=O.C(=O)([O-])O.[Na+].[CH3:41][N:42]([CH:44]=O)C. No catalyst specified. The product is [C:9]1([C@H:41]2[C@H:22]3[CH2:24][CH2:23][N:20]([C:15]([C@H:10]4[CH2:11][CH2:12][CH2:13][CH2:14][C@H:9]4[NH:8][C:6](=[O:7])[O:5][C:1]([CH3:2])([CH3:3])[CH3:4])=[O:17])[C@H:21]3[C:35]3[CH:34]=[CH:3][CH:1]=[CH:2][C:44]=3[NH:42]2)[CH:14]=[CH:13][CH:12]=[CH:11][CH:10]=1. The yield is 0.500. (2) The reactants are Br[C:2]1[C:10]2[C:5](=[CH:6][CH:7]=[C:8]([C:11]#[N:12])[CH:9]=2)[N:4](C2CCCCO2)[N:3]=1.[CH3:19][O:20][C:21]1[CH:22]=[C:23]2[C:28](=[CH:29][CH:30]=1)[CH:27]=[C:26](B(O)O)[CH:25]=[CH:24]2.ClCCl.P([O-])([O-])([O-])=O.[K+].[K+].[K+].Cl. The catalyst is COCCOC.CO. The product is [CH3:19][O:20][C:21]1[CH:22]=[C:23]2[C:28](=[CH:29][CH:30]=1)[CH:27]=[C:26]([C:2]1[C:10]3[C:5](=[CH:6][CH:7]=[C:8]([C:11]#[N:12])[CH:9]=3)[NH:4][N:3]=1)[CH:25]=[CH:24]2. The yield is 0.470. (3) The reactants are Br[CH2:2][CH2:3][CH2:4][CH2:5][C:6]([O:8][CH3:9])=[O:7].[NH2:10][C:11]1[N:19]=[CH:18][N:17]=[C:16]2[C:12]=1[N:13]=[CH:14][N:15]2[C@H:20]1[C@@H:24]2[O:25][C:26]([CH3:29])([CH3:28])[O:27][C@@H:23]2[C@@H:22]([CH2:30][SH:31])[O:21]1.C([O-])([O-])=O.[K+].[K+].O. The catalyst is CN(C=O)C. The product is [NH2:10][C:11]1[N:19]=[CH:18][N:17]=[C:16]2[C:12]=1[N:13]=[CH:14][N:15]2[C@H:20]1[C@@H:24]2[O:25][C:26]([CH3:28])([CH3:29])[O:27][C@@H:23]2[C@@H:22]([CH2:30][S:31][CH2:2][CH2:3][CH2:4][CH2:5][C:6]([O:8][CH3:9])=[O:7])[O:21]1. The yield is 0.380. (4) The reactants are [OH:1][C:2]1[CH:7]=[CH:6][C:5]([C:8]2[CH:16]=[CH:15][C:14]([C:17]3[N:18]([C:33]([O:35][C:36]([CH3:39])([CH3:38])[CH3:37])=[O:34])[C:19]4[C:24]([CH:25]=3)=[CH:23][C:22]([CH2:26][N:27]3[CH2:32][CH2:31][CH2:30][CH2:29][CH2:28]3)=[CH:21][CH:20]=4)=[C:13]3[C:9]=2[CH2:10][NH:11][C:12]3=[O:40])=[CH:4][CH:3]=1.C(N(CC)CC)C.[CH3:48][S:49](Cl)(=[O:51])=[O:50]. The catalyst is ClCCl. The product is [CH3:48][S:49]([O:1][C:2]1[CH:3]=[CH:4][C:5]([C:8]2[CH:16]=[CH:15][C:14]([C:17]3[N:18]([C:33]([O:35][C:36]([CH3:37])([CH3:39])[CH3:38])=[O:34])[C:19]4[C:24]([CH:25]=3)=[CH:23][C:22]([CH2:26][N:27]3[CH2:32][CH2:31][CH2:30][CH2:29][CH2:28]3)=[CH:21][CH:20]=4)=[C:13]3[C:9]=2[CH2:10][NH:11][C:12]3=[O:40])=[CH:6][CH:7]=1)(=[O:51])=[O:50]. The yield is 0.260. (5) The reactants are [C:1]([NH:5][S:6]([C:9]1(C)[CH2:11][CH2:10]1)(=[O:8])=[O:7])([CH3:4])([CH3:3])[CH3:2].[C:13]([O:21]C)(=O)[C:14]1[CH:19]=[CH:18][CH:17]=[CH:16][CH:15]=1. No catalyst specified. The product is [C:1]([NH:5][S:6]([C:9]1([C:13](=[O:21])[C:14]2[CH:15]=[CH:16][CH:17]=[CH:18][CH:19]=2)[CH2:11][CH2:10]1)(=[O:8])=[O:7])([CH3:4])([CH3:2])[CH3:3]. The yield is 0.660. (6) The reactants are O1CCCC1.C([O:8][C:9](=[O:40])[CH:10]([NH:33][C:34]([O:36][CH2:37][CH:38]=[CH2:39])=[O:35])[CH2:11][C:12]1[O:16][N:15]=[C:14]([CH:17]2[CH2:21][CH2:20][CH2:19][N:18]2[S:22]([C:25]2[CH:30]=[C:29]([Cl:31])[CH:28]=[C:27]([Cl:32])[CH:26]=2)(=[O:24])=[O:23])[CH:13]=1)C.[OH-].[Li+].Cl. The catalyst is CO. The product is [CH2:37]([O:36][C:34]([NH:33][CH:10]([CH2:11][C:12]1[O:16][N:15]=[C:14]([CH:17]2[CH2:21][CH2:20][CH2:19][N:18]2[S:22]([C:25]2[CH:30]=[C:29]([Cl:31])[CH:28]=[C:27]([Cl:32])[CH:26]=2)(=[O:23])=[O:24])[CH:13]=1)[C:9]([OH:40])=[O:8])=[O:35])[CH:38]=[CH2:39]. The yield is 0.910. (7) The reactants are [SH:1][C:2]1[CH:11]=[CH:10][C:5]([C:6]([O:8][CH3:9])=[O:7])=[CH:4][CH:3]=1.C(=O)([O-])[O-].[K+].[K+].Br[CH2:19][CH2:20][CH2:21][Cl:22]. The catalyst is CN(C)C=O. The product is [Cl:22][CH2:21][CH2:20][CH2:19][S:1][C:2]1[CH:3]=[CH:4][C:5]([C:6]([O:8][CH3:9])=[O:7])=[CH:10][CH:11]=1. The yield is 0.640. (8) The catalyst is CN(C1C=CN=CC=1)C.CN(C=O)C.C(O)(=O)C. The yield is 0.390. The reactants are [CH:1]([C:4]1[N:9]=[C:8]([C:10]2[CH:19]=[C:18]([O:20][CH:21]3[CH2:38][CH:37]4[CH:23]([C:24](=[O:44])[N:25]([CH3:43])[CH2:26][CH2:27][CH2:28][CH2:29][CH:30]=[CH:31][CH:32]5[C:34]([C:40](O)=[O:41])([NH:35][C:36]4=[O:39])[CH2:33]5)[CH2:22]3)[C:17]3[C:12](=[C:13]([CH3:47])[C:14]([O:45][CH3:46])=[CH:15][CH:16]=3)[N:11]=2)[CH:7]=[CH:6][CH:5]=1)([CH3:3])[CH3:2].C(Cl)CCl.[CH:52]1([S:55]([NH2:58])(=[O:57])=[O:56])[CH2:54][CH2:53]1.C1CCN2C(=NCCC2)CC1. The product is [CH:1]([C:4]1[N:9]=[C:8]([C:10]2[CH:19]=[C:18]([O:20][CH:21]3[CH2:38][CH:37]4[CH:23]([C:24](=[O:44])[N:25]([CH3:43])[CH2:26][CH2:27][CH2:28][CH2:29][CH:30]=[CH:31][CH:32]5[C:34]([C:40]([NH:58][S:55]([CH:52]6[CH2:54][CH2:53]6)(=[O:57])=[O:56])=[O:41])([NH:35][C:36]4=[O:39])[CH2:33]5)[CH2:22]3)[C:17]3[C:12](=[C:13]([CH3:47])[C:14]([O:45][CH3:46])=[CH:15][CH:16]=3)[N:11]=2)[CH:7]=[CH:6][CH:5]=1)([CH3:2])[CH3:3].